The task is: Predict the reaction yield, written as a fraction of the theoretical maximum amount of product (1.0 means a 100% yield; for example, 0.34 means a 34% yield).. This data is from Reaction yield outcomes from USPTO patents with 853,638 reactions. (1) The reactants are Br[C:2]1[N:3]=[C:4]2[CH:10]=[CH:9][NH:8][C:5]2=[N:6][CH:7]=1.[CH3:11][O:12][C:13]1[CH:14]=[C:15](B(O)O)[CH:16]=[C:17]([O:21][CH3:22])[C:18]=1[O:19][CH3:20].C([O-])([O-])=O.[K+].[K+].O1CCOCC1. The catalyst is O. The product is [CH3:22][O:21][C:17]1[CH:16]=[C:15]([C:2]2[N:3]=[C:4]3[CH:10]=[CH:9][NH:8][C:5]3=[N:6][CH:7]=2)[CH:14]=[C:13]([O:12][CH3:11])[C:18]=1[O:19][CH3:20]. The yield is 0.890. (2) The reactants are [O:1]=[C:2]1[C:11]2[C:6](=[CH:7][CH:8]=[CH:9][CH:10]=2)[CH2:5][CH2:4][CH:3]1[NH:12]C(=O)C.[ClH:16]. No catalyst specified. The product is [ClH:16].[NH2:12][CH:3]1[CH2:4][CH2:5][C:6]2[C:11](=[CH:10][CH:9]=[CH:8][CH:7]=2)[C:2]1=[O:1]. The yield is 1.00. (3) The product is [Cl:30][C:31]1[CH:58]=[CH:57][C:34]([O:35][C:36]2[N:37]=[CH:38][C:39]([N:42]3[C@@H:46]([C:47]4[CH:52]=[CH:51][CH:50]=[C:49]([O:53][CH3:54])[CH:48]=4)[CH2:45][CH2:44][C:43]3=[O:56])=[N:40][CH:41]=2)=[CH:33][CH:32]=1. The catalyst is C1COCC1. The yield is 0.700. The reactants are C(P(CCCC)CCCC)CCC.N(C(OC(C)(C)C)=O)=NC(OC(C)(C)C)=O.[Cl:30][C:31]1[CH:58]=[CH:57][C:34]([O:35][C:36]2[N:37]=[CH:38][C:39]([NH:42][C:43](=[O:56])[CH2:44][CH2:45][C@H:46](O)[C:47]3[CH:52]=[CH:51][CH:50]=[C:49]([O:53][CH3:54])[CH:48]=3)=[N:40][CH:41]=2)=[CH:33][CH:32]=1. (4) The reactants are Cl.[NH2:2][CH2:3][C:4]([O:6][CH2:7][CH3:8])=[O:5].[CH:9]1([C:14](=O)[CH2:15][CH2:16][C:17](=O)[CH3:18])[CH2:13][CH2:12][CH2:11][CH2:10]1.C(=O)(O)[O-].[Na+]. The catalyst is ClCCl.O. The product is [CH:9]1([C:14]2[N:2]([CH2:3][C:4]([O:6][CH2:7][CH3:8])=[O:5])[C:17]([CH3:18])=[CH:16][CH:15]=2)[CH2:13][CH2:12][CH2:11][CH2:10]1. The yield is 0.730.